This data is from Reaction yield outcomes from USPTO patents with 853,638 reactions. The task is: Predict the reaction yield, written as a fraction of the theoretical maximum amount of product (1.0 means a 100% yield; for example, 0.34 means a 34% yield). (1) The reactants are [Cl:1][C:2]1[CH:3]=[C:4]([CH:10]([CH3:14])[C:11]([OH:13])=O)[CH:5]=[CH:6][C:7]=1[C:8]#[N:9].[C:15]1([CH3:33])[CH:20]=[CH:19][CH:18]=[C:17]([C:21]2[C:26]([CH2:27][NH2:28])=[CH:25][CH:24]=[C:23]([C:29]([F:32])([F:31])[F:30])[N:22]=2)[CH:16]=1.CN(C)CCCN=C=NCC.ON1C2C=CC=CC=2N=N1.C(N(CC)CC)C. The catalyst is C(#N)C.C(OCC)(=O)C. The product is [Cl:1][C:2]1[CH:3]=[C:4]([CH:10]([CH3:14])[C:11]([NH:28][CH2:27][C:26]2[C:21]([C:17]3[CH:16]=[C:15]([CH3:33])[CH:20]=[CH:19][CH:18]=3)=[N:22][C:23]([C:29]([F:32])([F:30])[F:31])=[CH:24][CH:25]=2)=[O:13])[CH:5]=[CH:6][C:7]=1[C:8]#[N:9]. The yield is 0.880. (2) The yield is 0.940. The product is [F:1][C:2]1[CH:7]=[CH:6][C:5]([C:8]2[C:10]([C:12]3[CH:17]=[CH:16][C:15]([F:18])=[CH:14][CH:13]=3)=[N:26][CH:19]3[CH:20]([CH2:21][CH2:22][CH2:23][CH2:24]3)[N:25]=2)=[CH:4][CH:3]=1. The reactants are [F:1][C:2]1[CH:7]=[CH:6][C:5]([C:8]([C:10]([C:12]2[CH:17]=[CH:16][C:15]([F:18])=[CH:14][CH:13]=2)=O)=O)=[CH:4][CH:3]=1.[C@@H:19]1([NH2:26])[CH2:24][CH2:23][CH2:22][CH2:21][C@H:20]1[NH2:25]. The catalyst is C(O)C. (3) The reactants are C(OC([N:8]1[CH:13]([C:14]2[NH:15][C:16]([C:19]3[CH:28]=[CH:27][C:26]4[C:21](=[CH:22][CH:23]=[C:24]([C:29]5[CH:34]=[CH:33][C:32]([C:35]6[NH:36][C:37]([CH:40]7[CH2:46][C:43]8([CH2:45][CH2:44]8)[CH2:42][N:41]7[C:47](=[O:57])[CH:48]([NH:52][C:53]([O:55][CH3:56])=[O:54])[CH:49]([CH3:51])[CH3:50])=[N:38][CH:39]=6)=[CH:31][CH:30]=5)[CH:25]=4)[CH:20]=3)=[CH:17][N:18]=2)[CH:12]2[CH2:58][CH:9]1[CH2:10][CH2:11]2)=O)(C)(C)C.Cl.[CH:60]1([CH:63]([NH:67][C:68]([O:70][CH3:71])=[O:69])[C:64]([OH:66])=O)[CH2:62][CH2:61]1.CN(C(ON1N=NC2C=CC=NC1=2)=[N+](C)C)C.F[P-](F)(F)(F)(F)F.CN1CCOCC1. The catalyst is CO.C(Cl)Cl. The product is [CH3:56][O:55][C:53](=[O:54])[NH:52][CH:48]([C:47]([N:41]1[CH:40]([C:37]2[NH:36][C:35]([C:32]3[CH:33]=[CH:34][C:29]([C:24]4[CH:23]=[CH:22][C:21]5[C:26](=[CH:27][CH:28]=[C:19]([C:16]6[NH:15][C:14]([CH:13]7[CH:12]8[CH2:58][CH:9]([CH2:10][CH2:11]8)[N:8]7[C:64](=[O:66])[CH:63]([CH:60]7[CH2:61][CH2:62]7)[NH:67][C:68]([O:70][CH3:71])=[O:69])=[N:18][CH:17]=6)[CH:20]=5)[CH:25]=4)=[CH:30][CH:31]=3)=[CH:39][N:38]=2)[CH2:46][C:43]2([CH2:45][CH2:44]2)[CH2:42]1)=[O:57])[CH:49]([CH3:51])[CH3:50]. The yield is 0.490. (4) The reactants are [CH3:1][C:2]1([CH3:33])[CH2:7][CH2:6][C:5]([C:8]2[CH:13]=[C:12]([C:14]([CH3:22])([N:16]3C[CH2:20][S:19][CH2:18][CH2:17]3)[CH3:15])[CH:11]=[CH:10][C:9]=2[NH:23][C:24]([C:26]2[NH:27][CH:28]=[C:29]([C:31]#[N:32])[N:30]=2)=[O:25])=[CH:4][CH2:3]1.OO.CCOC(C)=O. The catalyst is C(Cl)Cl.CC(C)[O-].[Ti+4].CC(C)[O-].CC(C)[O-].CC(C)[O-]. The product is [CH3:1][C:2]1([CH3:33])[CH2:7][CH2:6][C:5]([C:8]2[CH:13]=[C:12]([C:14]([CH3:15])([NH:16][CH2:17][CH2:18][S:19][CH3:20])[CH3:22])[CH:11]=[CH:10][C:9]=2[NH:23][C:24]([C:26]2[NH:27][CH:28]=[C:29]([C:31]#[N:32])[N:30]=2)=[O:25])=[CH:4][CH2:3]1. The yield is 0.800. (5) The reactants are [CH3:1][N:2]1[CH:6]=[C:5]([C:7]2[C:8]3[C:12]([CH:13]=[CH:14][CH:15]=2)=[N:11][N:10]2[C:16]([CH:21]4[CH2:26][CH2:25][N:24](C(OC(C)(C)C)=O)[CH2:23][CH2:22]4)=[CH:17][C:18](=[O:20])[NH:19][C:9]=32)[CH:4]=[N:3]1.[ClH:34]. The catalyst is O1CCOCC1. The product is [ClH:34].[CH3:1][N:2]1[CH:6]=[C:5]([C:7]2[C:8]3[C:12]([CH:13]=[CH:14][CH:15]=2)=[N:11][N:10]2[C:16]([CH:21]4[CH2:26][CH2:25][NH:24][CH2:23][CH2:22]4)=[CH:17][C:18](=[O:20])[NH:19][C:9]=32)[CH:4]=[N:3]1. The yield is 0.990. (6) The reactants are [C:1]1(B(O)O)[CH:6]=[CH:5][CH:4]=[CH:3][CH:2]=1.Br[C:11]1[CH:16]=[CH:15][C:14](Br)=[C:13]([CH3:18])[N:12]=1.[O-]P([O-])([O-])=O.[K+].[K+].[K+].[C:27]1(C)[CH:32]=[CH:31][CH:30]=[CH:29][CH:28]=1. The catalyst is C1C=CC(/C=C/C(/C=C/C2C=CC=CC=2)=O)=CC=1.C1C=CC(/C=C/C(/C=C/C2C=CC=CC=2)=O)=CC=1.C1C=CC(/C=C/C(/C=C/C2C=CC=CC=2)=O)=CC=1.[Pd].[Pd].C1(P(C2CCCCC2)C2C=CC=CC=2C2C(OC)=CC=CC=2OC)CCCCC1.O. The product is [C:1]1([C:11]2[CH:16]=[CH:15][C:14]([C:27]3[CH:32]=[CH:31][CH:30]=[CH:29][CH:28]=3)=[C:13]([CH3:18])[N:12]=2)[CH:6]=[CH:5][CH:4]=[CH:3][CH:2]=1. The yield is 0.927. (7) The reactants are Br[C:2]1[N:7]=[C:6]([C:8]([O:10][CH3:11])=[O:9])[CH:5]=[CH:4][C:3]=1[F:12].[F:13][C:14]1[CH:19]=[C:18]([CH:20]2[CH2:25][CH2:24][O:23][CH2:22][CH2:21]2)[CH:17]=[C:16]([F:26])[C:15]=1B1OC(C)(C)C(C)(C)O1. No catalyst specified. The product is [F:13][C:14]1[CH:19]=[C:18]([CH:20]2[CH2:25][CH2:24][O:23][CH2:22][CH2:21]2)[CH:17]=[C:16]([F:26])[C:15]=1[C:2]1[N:7]=[C:6]([C:8]([O:10][CH3:11])=[O:9])[CH:5]=[CH:4][C:3]=1[F:12]. The yield is 0.590. (8) The reactants are [CH:1]1([CH2:4][O:5][NH:6][C:7]([C:9]2[C:27]([NH:28][C:29]3[CH:34]=[CH:33][C:32]([Br:35])=[CH:31][C:30]=3[CH3:36])=[C:26]([F:37])[C:12]3[N:13]=[CH:14][N:15]([CH2:16][CH2:17][CH2:18][CH2:19][N:20]4[CH2:25][CH2:24][S:23][CH2:22][CH2:21]4)[C:11]=3[CH:10]=2)=[O:8])[CH2:3][CH2:2]1.[OH2:38].CC(C)=O.C[OH:44].C[N+]1([O-])CCOCC1. The catalyst is S([O-])([O-])(=O)=S.[Na+].[Na+].C(OCC)(=O)C.[Os](=O)(=O)(=O)=O. The product is [CH:1]1([CH2:4][O:5][NH:6][C:7]([C:9]2[C:27]([NH:28][C:29]3[CH:34]=[CH:33][C:32]([Br:35])=[CH:31][C:30]=3[CH3:36])=[C:26]([F:37])[C:12]3[N:13]=[CH:14][N:15]([CH2:16][CH2:17][CH2:18][CH2:19][N:20]4[CH2:25][CH2:24][S:23](=[O:44])(=[O:38])[CH2:22][CH2:21]4)[C:11]=3[CH:10]=2)=[O:8])[CH2:3][CH2:2]1. The yield is 0.710.